From a dataset of Catalyst prediction with 721,799 reactions and 888 catalyst types from USPTO. Predict which catalyst facilitates the given reaction. (1) Reactant: [CH2:1]1[C:5]2([CH2:10][CH2:9][N:8]([C:11]([NH:13][C@@H:14]([CH2:19][C:20]([F:29])([F:28])[CH2:21][C:22]3[CH:27]=[CH:26][CH:25]=[CH:24][CH:23]=3)[C:15]([O:17]C)=[O:16])=[O:12])[CH2:7][CH2:6]2)[CH2:4][CH2:3][CH2:2]1.[Li+].[OH-].Cl. Product: [CH2:4]1[C:5]2([CH2:6][CH2:7][N:8]([C:11]([NH:13][C@@H:14]([CH2:19][C:20]([F:29])([F:28])[CH2:21][C:22]3[CH:27]=[CH:26][CH:25]=[CH:24][CH:23]=3)[C:15]([OH:17])=[O:16])=[O:12])[CH2:9][CH2:10]2)[CH2:1][CH2:2][CH2:3]1. The catalyst class is: 87. (2) Reactant: [CH:1]([Br:4])([CH3:3])[CH3:2].[Mg:5].[CH:6]([C:8]1[CH:16]=[CH:15][C:11]([C:12]([OH:14])=[O:13])=[CH:10][CH:9]=1)=[O:7].[Cl-].[NH4+].[Cr](O[Cr]([O-])(=O)=O)([O-])(=O)=O.[Na+].[Na+].S(=O)(=O)(O)O. Product: [CH:8]([Mg:5][Br:4])([CH3:16])[CH3:6].[C:6]([C:8]1[CH:16]=[CH:15][C:11]([C:12]([OH:14])=[O:13])=[CH:10][CH:9]=1)(=[O:7])[CH:1]([CH3:3])[CH3:2]. The catalyst class is: 7. (3) The catalyst class is: 7. Reactant: [S:1]1[C:5]2[CH:6]=[CH:7][C:8]([CH2:10][CH2:11][O:12][CH2:13][CH2:14][C:15]([N:17]3[CH2:20][CH:19]([OH:21])[CH2:18]3)=O)=[CH:9][C:4]=2[CH:3]=[CH:2]1.[BH4-].[Na+].Cl. Product: [S:1]1[C:5]2[CH:6]=[CH:7][C:8]([CH2:10][CH2:11][O:12][CH2:13][CH2:14][CH2:15][N:17]3[CH2:20][CH:19]([OH:21])[CH2:18]3)=[CH:9][C:4]=2[CH:3]=[CH:2]1. (4) Reactant: Br[CH2:2][C:3]1[O:7][C:6](=[O:8])[O:5][C:4]=1[CH:9]1[CH2:13][CH2:12][CH2:11][N:10]1[C:14]([O:16][C:17]([CH3:20])([CH3:19])[CH3:18])=[O:15].[C:21]([C:23]1[CH:24]=[C:25]([CH:27]=[CH:28][CH:29]=1)[NH2:26])#[CH:22].C(=O)(O)[O-].[Na+]. Product: [C:21]([C:23]1[CH:24]=[C:25]([NH:26][CH2:2][C:3]2[O:7][C:6](=[O:8])[O:5][C:4]=2[CH:9]2[CH2:13][CH2:12][CH2:11][N:10]2[C:14]([O:16][C:17]([CH3:20])([CH3:19])[CH3:18])=[O:15])[CH:27]=[CH:28][CH:29]=1)#[CH:22]. The catalyst class is: 10.